Task: Regression/Classification. Given a drug SMILES string, predict its absorption, distribution, metabolism, or excretion properties. Task type varies by dataset: regression for continuous measurements (e.g., permeability, clearance, half-life) or binary classification for categorical outcomes (e.g., BBB penetration, CYP inhibition). Dataset: cyp3a4_veith.. Dataset: CYP3A4 inhibition data for predicting drug metabolism from PubChem BioAssay (1) The drug is CCNc1ncc2nc(-c3ccc(F)cc3)c(=O)n(CCC#N)c2n1. The result is 0 (non-inhibitor). (2) The molecule is CCCCNC(=O)NNC(=O)c1ccoc1C. The result is 0 (non-inhibitor). (3) The result is 0 (non-inhibitor). The drug is O=C(CSc1ncnc2nc[nH]c12)c1ccccc1. (4) The drug is CCCOc1ccc(C(=O)NNC(=S)NC(C)=O)cc1. The result is 0 (non-inhibitor). (5) The compound is O=C(c1ccc2nc(-c3ccco3)c(-c3ccco3)nc2c1)N1CCN(c2ncccn2)CC1. The result is 1 (inhibitor). (6) The compound is COc1ccccc1CN1CC[C@@]2(CCCN(C(=O)c3c(C)noc3C)C2)C1. The result is 1 (inhibitor). (7) The molecule is COc1ccc(/C=C2\SC(=O)N(CCNC(=O)C3CC(=O)N(c4ccccc4)C3)C2=O)cc1. The result is 1 (inhibitor). (8) The drug is CCOC(=O)c1ccc(Nc2nc(-c3cccnc3)nc3ccccc23)cc1. The result is 1 (inhibitor). (9) The drug is O=c1[nH]cc(CS(=O)(=O)Cc2c[nH]c(=O)[nH]c2=O)c(=O)[nH]1. The result is 0 (non-inhibitor).